Dataset: Catalyst prediction with 721,799 reactions and 888 catalyst types from USPTO. Task: Predict which catalyst facilitates the given reaction. (1) Reactant: [NH2:1][C:2]1[N:7]=[C:6](S(C)=O)[C:5]([C:11]#[N:12])=[C:4]([N:13]2[CH:17]=[CH:16][CH:15]=[N:14]2)[N:3]=1.[ClH:18].NCC1C(Cl)=CC=C([C:28]([F:31])([F:30])[F:29])N=1.[CH2:32]1[CH2:42][CH2:41][N:40]2[C:35](=[N:36]CCC2)[CH2:34][CH2:33]1. Product: [NH2:1][C:2]1[N:7]=[C:6]([NH:36][CH2:35][C:34]2[C:33]([Cl:18])=[CH:32][C:42]([C:28]([F:31])([F:30])[F:29])=[CH:41][N:40]=2)[C:5]([C:11]#[N:12])=[C:4]([N:13]2[CH:17]=[CH:16][CH:15]=[N:14]2)[N:3]=1. The catalyst class is: 57. (2) Reactant: [O:1]=[CH:2][C@@H:3]([C@H:5]([C@@H:7]([C@@H:9]([CH2:11][OH:12])[OH:10])[OH:8])[OH:6])[OH:4].[C@@H:13]12[C:22](=[O:23])[O:21][C:19](=[O:20])[C@@H:14]1[CH2:15][CH2:16][CH2:17][CH2:18]2. Product: [C:22]([CH:13]1[CH2:18][CH2:17][CH2:16][CH2:15][CH:14]1[C:19]([OH:1])=[O:20])([OH:21])=[O:23].[O:1]=[CH:2][C@@H:3]([C@H:5]([C@@H:7]([C@@H:9]([CH2:11][OH:12])[OH:10])[OH:8])[OH:6])[OH:4].[O:1]=[CH:2][C@@H:3]([C@H:5]([C@@H:7]([C@@H:9]([CH2:11][OH:12])[OH:10])[OH:8])[OH:6])[OH:4].[O:1]=[CH:2][C@@H:3]([C@H:5]([C@@H:7]([C@@H:9]([CH2:11][OH:12])[OH:10])[OH:8])[OH:6])[OH:4].[O:1]=[CH:2][C@@H:3]([C@H:5]([C@@H:7]([C@@H:9]([CH2:11][OH:12])[OH:10])[OH:8])[OH:6])[OH:4].[O:1]=[CH:2][C@@H:3]([C@H:5]([C@@H:7]([C@@H:9]([CH2:11][OH:12])[OH:10])[OH:8])[OH:6])[OH:4]. The catalyst class is: 251. (3) Reactant: [CH3:1][S:2](=[N:10][C:11]([C:13]1[CH:14]=[C:15]([C:19]#[C:20][C:21]2[S:25][C:24]([NH:26]C(=O)OC(C)(C)C)=[N:23][CH:22]=2)[CH:16]=[N:17][CH:18]=1)=[O:12])(=[O:9])[C:3]1[CH:8]=[CH:7][CH:6]=[CH:5][CH:4]=1.FC(F)(F)C(O)=O. Product: [NH2:26][C:24]1[S:25][C:21]([C:20]#[C:19][C:15]2[CH:16]=[N:17][CH:18]=[C:13]([CH:14]=2)[C:11]([N:10]=[S@@:2]([CH3:1])(=[O:9])[C:3]2[CH:4]=[CH:5][CH:6]=[CH:7][CH:8]=2)=[O:12])=[CH:22][N:23]=1. The catalyst class is: 4. (4) Reactant: Cl.[C:2]1(=[O:13])[C:7]2([CH2:12][CH2:11][NH:10][CH2:9][CH2:8]2)[CH2:6][CH2:5][CH2:4][NH:3]1.C([O-])([O-])=O.[K+].[K+].Cl[C:21]1[O:22][C:23]2[CH:29]=[CH:28][CH:27]=[CH:26][C:24]=2[N:25]=1. Product: [O:22]1[C:23]2[CH:29]=[CH:28][CH:27]=[CH:26][C:24]=2[N:25]=[C:21]1[N:10]1[CH2:11][CH2:12][C:7]2([C:2](=[O:13])[NH:3][CH2:4][CH2:5][CH2:6]2)[CH2:8][CH2:9]1. The catalyst class is: 3. (5) Reactant: C[O:2][C:3](=[O:18])[C@H:4]([CH2:14][CH:15]([CH3:17])[CH3:16])[NH:5][C:6]([N:8]1[CH2:13][CH2:12][O:11][CH2:10][CH2:9]1)=[O:7].[Li+].[OH-].C(Cl)Cl. Product: [O:11]1[CH2:12][CH2:13][N:8]([C:6]([NH:5][C@H:4]([C:3]([OH:18])=[O:2])[CH2:14][CH:15]([CH3:17])[CH3:16])=[O:7])[CH2:9][CH2:10]1. The catalyst class is: 5. (6) Reactant: [Br:1][C:2]1[CH:10]=[CH:9][C:5]([C:6]([OH:8])=[O:7])=[C:4]([N+:11]([O-:13])=[O:12])[CH:3]=1.[CH2:14]1CCN2C(=NCCC2)CC1.CI.O. Product: [CH3:14][O:7][C:6](=[O:8])[C:5]1[CH:9]=[CH:10][C:2]([Br:1])=[CH:3][C:4]=1[N+:11]([O-:13])=[O:12]. The catalyst class is: 3. (7) Reactant: [CH3:1][C:2]1([CH3:28])[CH2:7][CH2:6][C:5]([C:8]2[CH:13]=[C:12]([C:14](O)([CH3:16])[CH3:15])[CH:11]=[CH:10][C:9]=2[NH:18][C:19]([C:21]2[NH:22][CH:23]=[C:24]([C:26]#[N:27])[N:25]=2)=[O:20])=[CH:4][CH2:3]1.[CH3:29][O:30][C:31]1[CH:36]=[CH:35][C:34]([CH2:37][SH:38])=[CH:33][CH:32]=1.C(O)(C(F)(F)F)=O. Product: [CH3:28][C:2]1([CH3:1])[CH2:7][CH2:6][C:5]([C:8]2[CH:13]=[C:12]([C:14]([S:38][CH2:37][C:34]3[CH:35]=[CH:36][C:31]([O:30][CH3:29])=[CH:32][CH:33]=3)([CH3:15])[CH3:16])[CH:11]=[CH:10][C:9]=2[NH:18][C:19]([C:21]2[NH:22][CH:23]=[C:24]([C:26]#[N:27])[N:25]=2)=[O:20])=[CH:4][CH2:3]1. The catalyst class is: 2. (8) Reactant: C[O:2][C:3]([C:5]1[S:6][C:7]([C:27]#[C:28][C:29]([CH3:32])([CH3:31])[CH3:30])=[CH:8][C:9]=1[N:10]1[C@H:15]([CH:16]2[CH2:21][CH2:20][CH2:19][CH2:18][CH2:17]2)[CH2:14][O:13][C@H:12]([CH2:22][CH:23]([OH:25])[CH3:24])[C:11]1=[O:26])=[O:4].O[Li].O. Product: [CH:16]1([C@H:15]2[N:10]([C:9]3[CH:8]=[C:7]([C:27]#[C:28][C:29]([CH3:32])([CH3:31])[CH3:30])[S:6][C:5]=3[C:3]([OH:4])=[O:2])[C:11](=[O:26])[C@@H:12]([CH2:22][C@@H:23]([OH:25])[CH3:24])[O:13][CH2:14]2)[CH2:17][CH2:18][CH2:19][CH2:20][CH2:21]1. The catalyst class is: 87. (9) Reactant: Cl[C:2]([O:4][C:5]1[CH:10]=[CH:9][CH:8]=[CH:7][CH:6]=1)=[O:3].[CH3:11][C@H:12]1[CH2:17][O:16][CH2:15][CH2:14][N:13]1[C:18]1[CH:23]=[C:22]([C:24]([S:27]([C:30]2[CH:35]=[CH:34][CH:33]=[CH:32][N:31]=2)(=[O:29])=[O:28])([CH3:26])[CH3:25])[N:21]=[C:20]([C:36]2[CH:42]=[CH:41][C:39]([NH2:40])=[CH:38][CH:37]=2)[N:19]=1.C(=O)([O-])O.[Na+]. Product: [CH3:11][C@H:12]1[CH2:17][O:16][CH2:15][CH2:14][N:13]1[C:18]1[CH:23]=[C:22]([C:24]([S:27]([C:30]2[CH:35]=[CH:34][CH:33]=[CH:32][N:31]=2)(=[O:28])=[O:29])([CH3:26])[CH3:25])[N:21]=[C:20]([C:36]2[CH:37]=[CH:38][C:39]([NH:40][C:2](=[O:3])[O:4][C:5]3[CH:10]=[CH:9][CH:8]=[CH:7][CH:6]=3)=[CH:41][CH:42]=2)[N:19]=1. The catalyst class is: 12.